This data is from Full USPTO retrosynthesis dataset with 1.9M reactions from patents (1976-2016). The task is: Predict the reactants needed to synthesize the given product. (1) Given the product [CH3:16][O:17][C:18]([CH:19]=[CH:20][C:2]1[CH:11]=[CH:10][C:9]2[NH:8][C:7](=[O:12])[CH:6]3[CH2:13][CH2:14][CH2:15][CH:5]3[C:4]=2[CH:3]=1)=[O:21], predict the reactants needed to synthesize it. The reactants are: Br[C:2]1[CH:11]=[CH:10][C:9]2[NH:8][C:7](=[O:12])[CH:6]3[CH2:13][CH2:14][CH2:15][CH:5]3[C:4]=2[CH:3]=1.[CH3:16][O:17][C:18](=[O:21])[CH:19]=[CH2:20].C(N(CC)CC)C.C1(C)C=CC=CC=1P(C1C=CC=CC=1C)C1C=CC=CC=1C. (2) The reactants are: CO[C:3](=[O:31])[C:4]1[CH:9]=[CH:8][C:7]([N:10]2[CH:14]=[C:13]([C:15]3[C:16]([C:24]4[CH:29]=[CH:28][C:27]([F:30])=[CH:26][CH:25]=4)=[N:17][O:18][C:19]=3[C:20]([F:23])([F:22])[F:21])[N:12]=[CH:11]2)=[CH:6][CH:5]=1.COC(=O)C1C=CC(N2C=C(C3[C:47]([C:55]4[CH:60]=[CH:59]C=CC=4)=[N:48]OC=3C(F)(F)F)N=C2)=CC=1. Given the product [CH:55]1([CH2:47][NH:48][C:3](=[O:31])[C:4]2[CH:9]=[CH:8][C:7]([N:10]3[CH:14]=[C:13]([C:15]4[C:16]([C:24]5[CH:29]=[CH:28][C:27]([F:30])=[CH:26][CH:25]=5)=[N:17][O:18][C:19]=4[C:20]([F:21])([F:23])[F:22])[N:12]=[CH:11]3)=[CH:6][CH:5]=2)[CH2:60][CH2:59]1, predict the reactants needed to synthesize it. (3) Given the product [CH3:8][C:5]1[N:4]=[CH:3][C:2]([C:14]#[C:13][Si:10]([CH3:12])([CH3:11])[CH3:9])=[CH:7][N:6]=1, predict the reactants needed to synthesize it. The reactants are: Br[C:2]1[CH:3]=[N:4][C:5]([CH3:8])=[N:6][CH:7]=1.[CH3:9][Si:10]([C:13]#[CH:14])([CH3:12])[CH3:11].C(NC(C)C)(C)C. (4) Given the product [OH:5][NH:6][C:7]([C:9]1[CH:14]=[CH:13][C:12]([C:15]2[CH:20]=[CH:19][CH:18]=[C:17]([CH:21]([CH3:23])[CH3:22])[CH:16]=2)=[CH:11][N:10]=1)=[O:8], predict the reactants needed to synthesize it. The reactants are: C([O:5][N:6](CCC1C=CC=CC=1)[C:7]([C:9]1[CH:14]=[CH:13][C:12]([C:15]2[CH:20]=[CH:19][CH:18]=[C:17]([CH:21]([CH3:23])[CH3:22])[CH:16]=2)=[CH:11][N:10]=1)=[O:8])(C)(C)C. (5) Given the product [CH2:1]([O:4][C:5]1[C:13]([Br:14])=[CH:12][C:8]([C:9]([N:18]([O:19][CH3:20])[CH3:17])=[O:11])=[C:7]([Cl:15])[CH:6]=1)[CH:2]=[CH2:3], predict the reactants needed to synthesize it. The reactants are: [CH2:1]([O:4][C:5]1[C:13]([Br:14])=[CH:12][C:8]([C:9]([OH:11])=O)=[C:7]([Cl:15])[CH:6]=1)[CH:2]=[CH2:3].Cl.[CH3:17][NH:18][O:19][CH3:20].CCN=C=NCCCN(C)C.C1C=CC2N(O)N=NC=2C=1.CN1CCOCC1. (6) Given the product [Cl:1][C:2]1[CH:7]=[CH:6][C:5]([N:8]2[C:9]([CH3:32])([CH3:31])[CH2:10][NH:11][C:34](=[O:35])[C:33]2=[O:38])=[CH:4][CH:3]=1, predict the reactants needed to synthesize it. The reactants are: [Cl:1][C:2]1[CH:7]=[CH:6][C:5]([N:8]([C:33](=[O:38])[C:34](OC)=[O:35])[C:9]([CH3:32])([CH3:31])[CH2:10][NH:11]C(C2C=CC=CC=2)(C2C=CC=CC=2)C2C=CC=CC=2)=[CH:4][CH:3]=1.C1(OC)C=CC=CC=1.FC(F)(F)C(O)=O. (7) Given the product [CH3:21][CH:15]1[CH2:16][O:17][CH2:18][CH:19]([CH3:20])[N:14]1[C:12]1[N:11]=[C:10]([C:22]2[CH:27]=[CH:26][C:25]([NH:28][C:29](=[O:30])[NH:31][CH3:32])=[CH:24][CH:23]=2)[N:9]=[C:8]([C:5]2[CH:4]=[CH:3][C:2]([NH:1][C:40]([NH:39][C:35]3[CH:34]=[N:33][CH:38]=[CH:37][CH:36]=3)=[O:41])=[CH:7][CH:6]=2)[N:13]=1, predict the reactants needed to synthesize it. The reactants are: [NH2:1][C:2]1[CH:7]=[CH:6][C:5]([C:8]2[N:13]=[C:12]([N:14]3[CH:19]([CH3:20])[CH2:18][O:17][CH2:16][CH:15]3[CH3:21])[N:11]=[C:10]([C:22]3[CH:27]=[CH:26][C:25]([NH:28][C:29]([NH:31][CH3:32])=[O:30])=[CH:24][CH:23]=3)[N:9]=2)=[CH:4][CH:3]=1.[N:33]1[CH:38]=[CH:37][CH:36]=[C:35]([NH:39][C:40](=O)[O:41]C2C=CC=CC=2)[CH:34]=1. (8) Given the product [CH3:1][O:2][C:3]1[CH:8]=[CH:7][C:6]([CH2:9][C:10]([C:13]2[CH:18]=[CH:17][CH:16]=[CH:15][CH:14]=2)=[O:11])=[CH:5][CH:4]=1, predict the reactants needed to synthesize it. The reactants are: [CH3:1][O:2][C:3]1[CH:8]=[CH:7][C:6]([CH2:9][C:10](Cl)=[O:11])=[CH:5][CH:4]=1.[C:13]1([Mg]Cl)[CH:18]=[CH:17][CH:16]=[CH:15][CH:14]=1.O. (9) Given the product [O:1]=[C:2]1[CH:7]([CH2:8][C:9]2[N:10]=[CH:11][N:12]3[C:21]4[C:16](=[CH:17][C:18]([C:45]([CH3:46])=[CH2:44])=[CH:19][CH:20]=4)[CH2:15][CH2:14][C:13]=23)[CH2:6][CH2:5][CH2:4][N:3]1[C:30]([O:32][C:33]([CH3:34])([CH3:35])[CH3:36])=[O:31], predict the reactants needed to synthesize it. The reactants are: [O:1]=[C:2]1[CH:7]([CH2:8][C:9]2[N:10]=[CH:11][N:12]3[C:21]4[C:16](=[CH:17][C:18](OS(C(F)(F)F)(=O)=O)=[CH:19][CH:20]=4)[CH2:15][CH2:14][C:13]=23)[CH2:6][CH2:5][CH2:4][N:3]1[C:30]([O:32][C:33]([CH3:36])([CH3:35])[CH3:34])=[O:31].C(=O)([O-])[O-].[Cs+].[Cs+].O1C[CH2:46][CH2:45][CH2:44]1. (10) Given the product [CH2:19]([NH:20][C:2]1[CH:11]=[N:10][C:9]2[C:4](=[CH:5][CH:6]=[C:7]([Cl:12])[CH:8]=2)[N:3]=1)[C:13]1[CH:18]=[CH:17][CH:16]=[CH:15][CH:14]=1, predict the reactants needed to synthesize it. The reactants are: Cl[C:2]1[CH:11]=[N:10][C:9]2[C:4](=[CH:5][CH:6]=[C:7]([Cl:12])[CH:8]=2)[N:3]=1.[C:13]1([CH2:19][NH2:20])[CH:18]=[CH:17][CH:16]=[CH:15][CH:14]=1.O.